From a dataset of Forward reaction prediction with 1.9M reactions from USPTO patents (1976-2016). Predict the product of the given reaction. (1) Given the reactants [OH:1][C@@:2]1([C:35]([F:38])([F:37])[F:36])[C:14]2[CH:13]=[C:12]([O:15][CH2:16][CH2:17][C:18]([OH:21])([CH3:20])[CH3:19])[CH:11]=[C:10]([C:22]3[CH:23]=[N:24][N:25]([C:27]([CH3:34])([CH3:33])[C:28]([O:30]CC)=[O:29])[CH:26]=3)[C:9]=2[C:8]2[C:3]1=[CH:4][CH:5]=[CH:6][CH:7]=2.[OH-].[Na+].Cl, predict the reaction product. The product is: [OH:1][C@@:2]1([C:35]([F:37])([F:38])[F:36])[C:14]2[CH:13]=[C:12]([O:15][CH2:16][CH2:17][C:18]([OH:21])([CH3:19])[CH3:20])[CH:11]=[C:10]([C:22]3[CH:23]=[N:24][N:25]([C:27]([CH3:33])([CH3:34])[C:28]([OH:30])=[O:29])[CH:26]=3)[C:9]=2[C:8]2[C:3]1=[CH:4][CH:5]=[CH:6][CH:7]=2. (2) Given the reactants [Br:1][C:2]1[CH:9]=[CH:8][CH:7]=[CH:6][C:3]=1[NH:4][CH3:5].[CH3:10][C:11]([CH3:13])=O.CC(O)=O.[BH-](OC(C)=O)(OC(C)=O)OC(C)=O.[Na+].[OH-].[Na+], predict the reaction product. The product is: [Br:1][C:2]1[CH:9]=[CH:8][CH:7]=[CH:6][C:3]=1[N:4]([CH:11]([CH3:13])[CH3:10])[CH3:5]. (3) Given the reactants [Cl:1][C:2]1[CH:7]=[CH:6][C:5]([N:8]=[C:9]=[O:10])=[CH:4][CH:3]=1.[Cl:11][C:12]1[CH:13]=[C:14]2[C:18](=[CH:19][CH:20]=1)[N:17]([S:21]([C:24]1[CH:29]=[CH:28][C:27]([O:30][CH3:31])=[CH:26][C:25]=1[O:32][CH3:33])(=[O:23])=[O:22])[C:16](=[O:34])[C:15]2([OH:41])[C:35]1[S:36][CH:37]=[CH:38][C:39]=1[CH3:40], predict the reaction product. The product is: [Cl:11][C:12]1[CH:13]=[C:14]2[C:18](=[CH:19][CH:20]=1)[N:17]([S:21]([C:24]1[CH:29]=[CH:28][C:27]([O:30][CH3:31])=[CH:26][C:25]=1[O:32][CH3:33])(=[O:23])=[O:22])[C:16](=[O:34])[C:15]2([O:41][C:9](=[O:10])[NH:8][C:5]1[CH:6]=[CH:7][C:2]([Cl:1])=[CH:3][CH:4]=1)[C:35]1[S:36][CH:37]=[CH:38][C:39]=1[CH3:40].